This data is from Full USPTO retrosynthesis dataset with 1.9M reactions from patents (1976-2016). The task is: Predict the reactants needed to synthesize the given product. (1) Given the product [F:54][C:55]1[CH:60]=[CH:59][C:58]([NH:61][CH:62]2[CH2:67][CH2:66][N:65]([C:23](=[O:25])[C:22]([C:19]3[CH:18]=[CH:17][C:16]([CH2:15][N:11]4[CH2:12][C@H:13]([CH3:14])[N:8]([C:6]([O:5][C:2]([CH3:3])([CH3:1])[CH3:4])=[O:7])[C@H:9]([CH3:28])[CH2:10]4)=[CH:21][CH:20]=3)([CH3:26])[CH3:27])[CH2:64][CH2:63]2)=[CH:57][CH:56]=1, predict the reactants needed to synthesize it. The reactants are: [CH3:1][C:2]([O:5][C:6]([N:8]1[C@@H:13]([CH3:14])[CH2:12][N:11]([CH2:15][C:16]2[CH:21]=[CH:20][C:19]([C:22]([CH3:27])([CH3:26])[C:23]([OH:25])=O)=[CH:18][CH:17]=2)[CH2:10][C@H:9]1[CH3:28])=[O:7])([CH3:4])[CH3:3].C1CCC(N=C=NC2CCCCC2)CC1.ON1C2C=CC=CC=2N=N1.[F:54][C:55]1[CH:60]=[CH:59][C:58]([NH:61][CH:62]2[CH2:67][CH2:66][NH:65][CH2:64][CH2:63]2)=[CH:57][CH:56]=1.C(O)C(N)(CO)CO.[N-]=C=O. (2) Given the product [F:1][C:2]1[C:7]([CH3:8])=[CH:6][CH:5]=[CH:4][C:3]=1[CH2:9][CH2:10][CH:11]=[O:12], predict the reactants needed to synthesize it. The reactants are: [F:1][C:2]1[C:7]([CH3:8])=[CH:6][CH:5]=[CH:4][C:3]=1[CH2:9][CH2:10][CH2:11][OH:12].C1C=C[NH+]=CC=1.[O-][Cr](Cl)(=O)=O. (3) Given the product [CH:1]1([NH:4][C:5](=[O:29])[C:6]2[CH:11]=[CH:10][C:9]([C:12]3[N:16]4[CH:17]=[C:18]([C:23]5[CH:28]=[CH:27][CH:26]=[CH:25][CH:24]=5)[N:19]=[C:20]([S:21]([CH3:22])=[O:38])[C:15]4=[N:14][CH:13]=3)=[CH:8][CH:7]=2)[CH2:3][CH2:2]1, predict the reactants needed to synthesize it. The reactants are: [CH:1]1([NH:4][C:5](=[O:29])[C:6]2[CH:11]=[CH:10][C:9]([C:12]3[N:16]4[CH:17]=[C:18]([C:23]5[CH:28]=[CH:27][CH:26]=[CH:25][CH:24]=5)[N:19]=[C:20]([S:21][CH3:22])[C:15]4=[N:14][CH:13]=3)=[CH:8][CH:7]=2)[CH2:3][CH2:2]1.ClC1C=C(C(OO)=[O:38])C=CC=1. (4) Given the product [Cl:22][C:17]1[C:16]2[C:21](=[C:12]3[C:13](=[CH:14][CH:15]=2)[C:4]2[C:3](=[CH:2][CH:7]=[CH:6][CH:5]=2)[S:8](=[O:10])(=[O:9])[NH:11]3)[N:20]=[CH:19][CH:18]=1, predict the reactants needed to synthesize it. The reactants are: N[C:2]1[CH:7]=[CH:6][CH:5]=[CH:4][C:3]=1[S:8]([NH:11][C:12]1[CH:13]=[CH:14][CH:15]=[C:16]2[C:21]=1[N:20]=[CH:19][CH:18]=[C:17]2[Cl:22])(=[O:10])=[O:9].N(OC(C)(C)C)=O.